This data is from Forward reaction prediction with 1.9M reactions from USPTO patents (1976-2016). The task is: Predict the product of the given reaction. (1) Given the reactants [Li+].C[Si]([N-][Si](C)(C)C)(C)C.[C:11]([O:15][C:16](=[O:18])[CH3:17])([CH3:14])([CH3:13])[CH3:12].Br[CH2:20][C:21]1[C:22]([Cl:37])=[N:23][C:24]([S:35][CH3:36])=[N:25][C:26]=1[C:27]1[CH:32]=[CH:31][C:30]([F:33])=[CH:29][C:28]=1[F:34].CO, predict the reaction product. The product is: [Cl:37][C:22]1[C:21]([CH2:20][CH2:17][C:16]([O:15][C:11]([CH3:14])([CH3:13])[CH3:12])=[O:18])=[C:26]([C:27]2[CH:32]=[CH:31][C:30]([F:33])=[CH:29][C:28]=2[F:34])[N:25]=[C:24]([S:35][CH3:36])[N:23]=1. (2) Given the reactants [CH3:1][N:2]1[C:6]2[CH:7]=[CH:8][C:9]([C:11](O)=[O:12])=[CH:10][C:5]=2[N:4]=[C:3]1[NH:14][C:15]1[S:16][C:17]2[CH:23]=[C:22]([O:24][C:25]([F:28])([F:27])[F:26])[CH:21]=[CH:20][C:18]=2[N:19]=1.[CH2:29]([NH2:31])[CH3:30].C1C=CC(P(N=[N+]=[N-])(C2C=CC=CC=2)=O)=CC=1.CCN(C(C)C)C(C)C, predict the reaction product. The product is: [CH2:29]([NH:31][C:11]([C:9]1[CH:8]=[CH:7][C:6]2[N:2]([CH3:1])[C:3]([NH:14][C:15]3[S:16][C:17]4[CH:23]=[C:22]([O:24][C:25]([F:27])([F:26])[F:28])[CH:21]=[CH:20][C:18]=4[N:19]=3)=[N:4][C:5]=2[CH:10]=1)=[O:12])[CH3:30]. (3) Given the reactants CS(O[CH:6]([C:13]1[CH:17]=[C:16]([CH3:18])[O:15][N:14]=1)[CH:7]1[CH2:12][CH2:11][O:10][CH2:9][CH2:8]1)(=O)=O.[CH3:19][C:20]1[N:21]=[N:22][N:23]([CH3:42])[C:24]=1[C:25]1[CH:37]=[N:36][C:35]2[C:34]3[CH:33]=[CH:32][C:31]([C:38]([O:40][CH3:41])=[O:39])=[CH:30][C:29]=3[NH:28][C:27]=2[CH:26]=1.C(O)(C(F)(F)F)=O, predict the reaction product. The product is: [CH3:19][C:20]1[N:21]=[N:22][N:23]([CH3:42])[C:24]=1[C:25]1[CH:37]=[N:36][C:35]2[C:34]3[CH:33]=[CH:32][C:31]([C:38]([O:40][CH3:41])=[O:39])=[CH:30][C:29]=3[N:28]([CH:6]([C:13]3[CH:17]=[C:16]([CH3:18])[O:15][N:14]=3)[CH:7]3[CH2:12][CH2:11][O:10][CH2:9][CH2:8]3)[C:27]=2[CH:26]=1. (4) Given the reactants [C:1]1([S:7]([N:10]2[C:14]3=[N:15][CH:16]=[C:17]([F:19])[CH:18]=[C:13]3[CH:12]=[C:11]2[C:20](OS(C2C=CC(C)=CC=2)(=O)=O)=[CH:21][CH:22]([CH3:24])[CH3:23])(=[O:9])=[O:8])[CH:6]=[CH:5][CH:4]=[CH:3][CH:2]=1.[CH3:36][O:37][C:38](=[O:55])[C:39]1[CH:44]=[CH:43][C:42](B2OC(C)(C)C(C)(C)O2)=[CH:41][C:40]=1[F:54].C(=O)([O-])[O-].[Na+].[Na+], predict the reaction product. The product is: [CH3:36][O:37][C:38](=[O:55])[C:39]1[CH:44]=[CH:43][C:42]([C:20]([C:11]2[N:10]([S:7]([C:1]3[CH:6]=[CH:5][CH:4]=[CH:3][CH:2]=3)(=[O:8])=[O:9])[C:14]3=[N:15][CH:16]=[C:17]([F:19])[CH:18]=[C:13]3[CH:12]=2)=[CH:21][CH:22]([CH3:24])[CH3:23])=[CH:41][C:40]=1[F:54]. (5) Given the reactants [CH2:1]([O:3][C:4]([N:6]1[CH2:40][CH2:39][C:9]2[N:10](S(C3C=CC=CC=3)(=O)=O)[C:11]3[CH:12]=[CH:13][C:14]([C:17](=[O:29])[C:18]4[CH:23]=[CH:22][C:21]([Cl:24])=[C:20]([S:25](=[O:28])(=[O:27])[NH2:26])[CH:19]=4)=[CH:15][C:16]=3[C:8]=2[CH2:7]1)=[O:5])[CH3:2].C(OC(N1CCC2N(S(C3C=CC=CC=3)(=O)=O)C3C=C(C(=O)C4C=CC(Cl)=C(S(=O)(=O)N)C=4)C=CC=3C=2C1)=O)C.C(=O)([O-])[O-].[K+].[K+], predict the reaction product. The product is: [CH2:1]([O:3][C:4]([N:6]1[CH2:40][CH2:39][C:9]2[NH:10][C:11]3[CH:12]=[CH:13][C:14]([C:17](=[O:29])[C:18]4[CH:23]=[CH:22][C:21]([Cl:24])=[C:20]([S:25](=[O:28])(=[O:27])[NH2:26])[CH:19]=4)=[CH:15][C:16]=3[C:8]=2[CH2:7]1)=[O:5])[CH3:2]. (6) Given the reactants [F:1][C:2]1[CH:3]=[C:4]([C@H:10]2[CH2:14][CH2:13][CH2:12][N:11]2[C:15]2[CH:20]=[CH:19][N:18]3[N:21]=[CH:22][C:23]([C:24](O)=[O:25])=[C:17]3[N:16]=2)[C:5]([O:8][CH3:9])=[N:6][CH:7]=1.CN(C(ON1N=NC2C=CC=NC1=2)=[N+](C)C)C.F[P-](F)(F)(F)(F)F.CCN(C(C)C)C(C)C.[NH2:60][CH2:61][CH2:62][CH2:63][NH:64][C:65](=[O:71])[O:66][C:67]([CH3:70])([CH3:69])[CH3:68], predict the reaction product. The product is: [F:1][C:2]1[CH:3]=[C:4]([C@H:10]2[CH2:14][CH2:13][CH2:12][N:11]2[C:15]2[CH:20]=[CH:19][N:18]3[N:21]=[CH:22][C:23]([C:24]([NH:60][CH2:61][CH2:62][CH2:63][NH:64][C:65](=[O:71])[O:66][C:67]([CH3:69])([CH3:68])[CH3:70])=[O:25])=[C:17]3[N:16]=2)[C:5]([O:8][CH3:9])=[N:6][CH:7]=1. (7) The product is: [Cl:14][C:10]1[CH:11]=[C:12]2[C:7](=[N:8][CH:9]=1)[NH:6][C:5](=[O:15])[C:4]([C@@H:2]([NH:1][C:17]1[C:22](=[O:23])[N:21]([CH3:24])[C:20]([C:25]#[N:26])=[CH:19][CH:18]=1)[CH3:3])=[CH:13]2. Given the reactants [NH2:1][C@H:2]([C:4]1[C:5](=[O:15])[NH:6][C:7]2[C:12]([CH:13]=1)=[CH:11][C:10]([Cl:14])=[CH:9][N:8]=2)[CH3:3].F[C:17]1[C:22](=[O:23])[N:21]([CH3:24])[C:20]([C:25]#[N:26])=[CH:19][CH:18]=1.CCN(C(C)C)C(C)C.O, predict the reaction product. (8) Given the reactants C[O:2][C:3]([CH:5]1[CH2:9][CH2:8][N:7]([CH2:10][C:11]2[CH:16]=[CH:15][CH:14]=[CH:13][CH:12]=2)[CH2:6]1)=O.C([NH2:19])=O.C[O-].[Na+].[Na], predict the reaction product. The product is: [CH2:10]([N:7]1[CH2:8][CH2:9][CH:5]([C:3]([NH2:19])=[O:2])[CH2:6]1)[C:11]1[CH:16]=[CH:15][CH:14]=[CH:13][CH:12]=1. (9) Given the reactants [C:1]([C:5]1[CH:10]=[C:9]([OH:11])[C:8]([OH:12])=[C:7]([CH3:13])[CH:6]=1)([CH3:4])([CH3:3])[CH3:2].Cl[C:15]([O:17][C:18]1[CH:23]=[CH:22][CH:21]=[CH:20][CH:19]=1)=[O:16], predict the reaction product. The product is: [C:15](=[O:16])([O:17][C:18]1[CH:23]=[CH:22][CH:21]=[CH:20][CH:19]=1)[O:11][C:9]1[CH:10]=[C:5]([C:1]([CH3:4])([CH3:3])[CH3:2])[CH:6]=[C:7]([CH3:13])[C:8]=1[O:12][C:15](=[O:16])[O:17][C:18]1[CH:23]=[CH:22][CH:21]=[CH:20][CH:19]=1. (10) Given the reactants [Cl:1][C:2]1[N:10]([C:11]2[CH:16]=[CH:15][CH:14]=[CH:13][CH:12]=2)[C:9]2[C:4](=[N:5][CH:6]=[CH:7][CH:8]=2)[C:3]=1[C:17]([OH:19])=O.CN1CCOCC1.F[B-](F)(F)F.C(C(=NOC(N(C)C)=[N+](C)C)C(OCC)=O)#N.[N:49]1([C:55]([O:57][C:58]([CH3:61])([CH3:60])[CH3:59])=[O:56])[CH2:54][CH2:53][NH:52][CH2:51][CH2:50]1, predict the reaction product. The product is: [C:58]([O:57][C:55]([N:49]1[CH2:54][CH2:53][N:52]([C:17]([C:3]2[C:4]3=[N:5][CH:6]=[CH:7][CH:8]=[C:9]3[N:10]([C:11]3[CH:12]=[CH:13][CH:14]=[CH:15][CH:16]=3)[C:2]=2[Cl:1])=[O:19])[CH2:51][CH2:50]1)=[O:56])([CH3:61])([CH3:59])[CH3:60].